From a dataset of Forward reaction prediction with 1.9M reactions from USPTO patents (1976-2016). Predict the product of the given reaction. Given the reactants [F:1][C:2]1[CH:7]=[C:6]([F:8])[CH:5]=[CH:4][C:3]=1[C:9]1[CH:14]=[CH:13][C:12]([C@@H:15]([N:17]2[CH2:22][CH2:21][C@:20]([CH2:30][CH2:31][C:32](O)=[O:33])([C:23]3[CH:28]=[CH:27][C:26]([F:29])=[CH:25][CH:24]=3)[O:19][C:18]2=[O:35])[CH3:16])=[CH:11][CH:10]=1.[CH3:36][S:37]([NH2:40])(=[O:39])=[O:38].C1C=CC2N(O)N=NC=2C=1.CCN=C=NCCCN(C)C.Cl.CCN(C(C)C)C(C)C, predict the reaction product. The product is: [F:1][C:2]1[CH:7]=[C:6]([F:8])[CH:5]=[CH:4][C:3]=1[C:9]1[CH:14]=[CH:13][C:12]([C@@H:15]([N:17]2[CH2:22][CH2:21][C@:20]([CH2:30][CH2:31][C:32]([NH:40][S:37]([CH3:36])(=[O:39])=[O:38])=[O:33])([C:23]3[CH:28]=[CH:27][C:26]([F:29])=[CH:25][CH:24]=3)[O:19][C:18]2=[O:35])[CH3:16])=[CH:11][CH:10]=1.